From a dataset of Reaction yield outcomes from USPTO patents with 853,638 reactions. Predict the reaction yield, written as a fraction of the theoretical maximum amount of product (1.0 means a 100% yield; for example, 0.34 means a 34% yield). The reactants are [CH2:1]([O:3][C:4]([C:6]1[CH:7]=[N:8][C:9]2[C:14]([C:15]=1Cl)=[CH:13][CH:12]=[CH:11][C:10]=2[O:17][CH3:18])=[O:5])[CH3:2].[CH:19]1([NH2:22])[CH2:21][CH2:20]1. No catalyst specified. The product is [CH2:1]([O:3][C:4]([C:6]1[CH:7]=[N:8][C:9]2[C:14]([C:15]=1[NH:22][CH:19]1[CH2:21][CH2:20]1)=[CH:13][CH:12]=[CH:11][C:10]=2[O:17][CH3:18])=[O:5])[CH3:2]. The yield is 1.00.